Dataset: Forward reaction prediction with 1.9M reactions from USPTO patents (1976-2016). Task: Predict the product of the given reaction. (1) The product is: [ClH:1].[Cl:1][C:2]1[CH:3]=[C:4]([CH:33]=[CH:34][CH:35]=1)[CH2:5][N:6]1[C:14]2[C:9](=[CH:10][C:11]([F:19])=[CH:12][C:13]=2[O:15][CH2:16][CH2:17][NH:37][CH3:36])[C:8]([S:20]([C:23]2[C:32]3[C:27](=[CH:28][CH:29]=[CH:30][CH:31]=3)[CH:26]=[CH:25][CH:24]=2)(=[O:21])=[O:22])=[N:7]1. Given the reactants [Cl:1][C:2]1[CH:3]=[C:4]([CH:33]=[CH:34][CH:35]=1)[CH2:5][N:6]1[C:14]2[C:9](=[CH:10][C:11]([F:19])=[CH:12][C:13]=2[O:15][CH2:16][CH2:17]Cl)[C:8]([S:20]([C:23]2[C:32]3[C:27](=[CH:28][CH:29]=[CH:30][CH:31]=3)[CH:26]=[CH:25][CH:24]=2)(=[O:22])=[O:21])=[N:7]1.[CH3:36][NH2:37].Cl.CCOCC, predict the reaction product. (2) Given the reactants [CH:1]([S:3]([CH3:6])(=[O:5])=[O:4])=[CH2:2].[CH3:7][O:8][C:9]1[CH:10]=[C:11]([C:18]2[CH2:23][CH2:22][CH:21]([N:24]3[CH2:29][CH2:28][NH:27][CH2:26][CH2:25]3)[CH2:20][CH:19]=2)[CH:12]=[CH:13][C:14]=1[N+:15]([O-:17])=[O:16], predict the reaction product. The product is: [CH3:7][O:8][C:9]1[CH:10]=[C:11]([C:18]2[CH2:23][CH2:22][CH:21]([N:24]3[CH2:29][CH2:28][N:27]([CH2:2][CH2:1][S:3]([CH3:6])(=[O:5])=[O:4])[CH2:26][CH2:25]3)[CH2:20][CH:19]=2)[CH:12]=[CH:13][C:14]=1[N+:15]([O-:17])=[O:16]. (3) Given the reactants C[O:2][CH2:3][C@H:4]([CH3:34])[O:5][C:6]1[CH:7]=[C:8]([CH:20]=[C:21]([C:23]2[NH:24][C:25]([C:28]3[O:29][C@@H:30]([CH3:33])[CH2:31][N:32]=3)=[CH:26][CH:27]=2)[CH:22]=1)[O:9][C:10]1[N:11]=[N:12][C:13]([S:16]([CH3:19])(=[O:18])=[O:17])=[CH:14][CH:15]=1.B(Br)(Br)Br.C(=O)([O-])O.[Na+], predict the reaction product. The product is: [CH3:33][C@@H:30]1[O:29][C:28]([C:25]2[NH:24][C:23]([C:21]3[CH:22]=[C:6]([CH:7]=[C:8]([O:9][C:10]4[N:11]=[N:12][C:13]([S:16]([CH3:19])(=[O:17])=[O:18])=[CH:14][CH:15]=4)[CH:20]=3)[O:5][C@@H:4]([CH3:34])[CH2:3][OH:2])=[CH:27][CH:26]=2)=[N:32][CH2:31]1. (4) Given the reactants [C-:1]#[N:2].[K+].Cl[CH2:5][C:6]1[C:10]([CH3:11])=[CH:9][NH:8][N:7]=1, predict the reaction product. The product is: [CH3:11][C:10]1[C:6]([CH2:5][C:1]#[N:2])=[N:7][NH:8][CH:9]=1. (5) Given the reactants [Br:1][C:2]1[CH:7]=[CH:6][C:5]([S:8]([NH:11][C:12]2[CH:17]=[C:16]([N+:18]([O-])=O)[CH:15]=[CH:14][C:13]=2[O:21][CH3:22])(=[O:10])=[O:9])=[CH:4][C:3]=1[F:23].C([O-])=O.[NH4+].O, predict the reaction product. The product is: [NH2:18][C:16]1[CH:15]=[CH:14][C:13]([O:21][CH3:22])=[C:12]([NH:11][S:8]([C:5]2[CH:6]=[CH:7][C:2]([Br:1])=[C:3]([F:23])[CH:4]=2)(=[O:10])=[O:9])[CH:17]=1.